From a dataset of Forward reaction prediction with 1.9M reactions from USPTO patents (1976-2016). Predict the product of the given reaction. (1) Given the reactants C[O:2][C:3](=[O:34])[CH2:4][O:5][C:6]1[CH:15]=[CH:14][C:13]([S:16][CH2:17][C:18]2[CH:23]=[CH:22][C:21]([O:24][CH2:25][C:26]3[CH:31]=[C:30]([Cl:32])[CH:29]=[CH:28][C:27]=3[Cl:33])=[CH:20][CH:19]=2)=[C:12]2[C:7]=1[CH2:8][CH2:9][CH2:10][O:11]2.[K+].[Br-], predict the reaction product. The product is: [Cl:33][C:27]1[CH:28]=[CH:29][C:30]([Cl:32])=[CH:31][C:26]=1[CH2:25][O:24][C:21]1[CH:22]=[CH:23][C:18]([CH2:17][S:16][C:13]2[CH:14]=[CH:15][C:6]([O:5][CH2:4][C:3]([OH:34])=[O:2])=[C:7]3[C:12]=2[O:11][CH2:10][CH2:9][CH2:8]3)=[CH:19][CH:20]=1. (2) Given the reactants [CH3:1][O:2][C:3](=[O:23])[C:4]1[C:9]([CH2:10][CH3:11])=[CH:8][C:7]([C:12]2[C:17]([CH2:18][CH3:19])=[CH:16][CH:15]=[CH:14][C:13]=2[CH2:20][CH3:21])=[N+:6]([O-])[CH:5]=1.O=P(Cl)(Cl)[Cl:26], predict the reaction product. The product is: [CH3:1][O:2][C:3](=[O:23])[C:4]1[C:9]([CH2:10][CH3:11])=[CH:8][C:7]([C:12]2[C:17]([CH2:18][CH3:19])=[CH:16][CH:15]=[CH:14][C:13]=2[CH2:20][CH3:21])=[N:6][C:5]=1[Cl:26].